Dataset: Forward reaction prediction with 1.9M reactions from USPTO patents (1976-2016). Task: Predict the product of the given reaction. (1) Given the reactants [C:1]([OH:10])(=O)[C:2]1[C:3](=[CH:5][CH:6]=[CH:7][CH:8]=1)[NH2:4].CN1CCOCC1.[NH2:18][CH2:19][CH:20]1[CH2:22][CH2:21]1.C(N=C=NCCCN(C)C)C.C1C=CC2N(O)N=NC=2C=1, predict the reaction product. The product is: [NH2:4][C:3]1[CH:5]=[CH:6][CH:7]=[CH:8][C:2]=1[C:1]([NH:18][CH2:19][CH:20]1[CH2:22][CH2:21]1)=[O:10]. (2) The product is: [CH3:22][S:23]([NH:1][C:2]1[CH:3]=[CH:4][C:5]([C:18]([F:19])([F:20])[F:21])=[C:6]([CH:17]=1)[C:7]([O:9][CH2:10][C:11]1[CH:16]=[CH:15][CH:14]=[CH:13][CH:12]=1)=[O:8])(=[O:25])=[O:24]. Given the reactants [NH2:1][C:2]1[CH:3]=[CH:4][C:5]([C:18]([F:21])([F:20])[F:19])=[C:6]([CH:17]=1)[C:7]([O:9][CH2:10][C:11]1[CH:16]=[CH:15][CH:14]=[CH:13][CH:12]=1)=[O:8].[CH3:22][S:23](Cl)(=[O:25])=[O:24], predict the reaction product. (3) Given the reactants [CH3:1][S:2]([C:5]([C:8]1[CH:9]=[C:10]2[C:15](=[C:16]([C:18]3[CH:19]=[C:20]([C:24]4[CH:29]=[CH:28][CH:27]=[C:26]([CH:30]=O)[CH:25]=4)[CH:21]=[CH:22][CH:23]=3)[CH:17]=1)[N:14]=[CH:13][CH:12]=[CH:11]2)([CH3:7])[CH3:6])(=[O:4])=[O:3].C[O:33][C:34](=[O:42])[CH2:35]P(OC)(OC)=O.CC([O-])(C)C.[K+], predict the reaction product. The product is: [CH3:1][S:2]([C:5]([C:8]1[CH:9]=[C:10]2[C:15](=[C:16]([C:18]3[CH:19]=[C:20]([C:24]4[CH:29]=[CH:28][CH:27]=[C:26]([CH:30]=[CH:35][C:34]([OH:42])=[O:33])[CH:25]=4)[CH:21]=[CH:22][CH:23]=3)[CH:17]=1)[N:14]=[CH:13][CH:12]=[CH:11]2)([CH3:6])[CH3:7])(=[O:4])=[O:3].